This data is from Reaction yield outcomes from USPTO patents with 853,638 reactions. The task is: Predict the reaction yield, written as a fraction of the theoretical maximum amount of product (1.0 means a 100% yield; for example, 0.34 means a 34% yield). (1) The reactants are [CH3:1][C:2]([C:4]1[CH:9]=[CH:8][C:7]([O:10][CH3:11])=[C:6]([F:12])[CH:5]=1)=O.C[Si](C)(C)[NH:15][Si](C)(C)C.[Li].Br[CH2:24][C:25]([O:27]C(C)(C)C)=O.[Cl-].[NH4+:33]. The catalyst is C1COCC1. The product is [F:12][C:6]1[CH:5]=[C:4]([C:2]2[CH2:1][CH2:24][C:25](=[O:27])[NH:33][N:15]=2)[CH:9]=[CH:8][C:7]=1[O:10][CH3:11]. The yield is 0.570. (2) The reactants are [CH2:1]([Mg]Cl)[C:2]1[CH:7]=[CH:6][CH:5]=[CH:4][CH:3]=1.[CH3:10][Bi:11](Br)[CH3:12].CCCCCC. The catalyst is C(OCC)C.C1COCC1. The product is [CH3:10][Bi:11]([CH2:1][C:2]1[CH:7]=[CH:6][CH:5]=[CH:4][CH:3]=1)[CH3:12]. The yield is 0.328. (3) The reactants are Br[C:2]1[CH:24]=[CH:23][C:5]2[C:6]3[N:10]([CH2:11][CH2:12][O:13][C:4]=2[CH:3]=1)[CH:9]=[C:8]([C:14]1[N:15]([CH:20]([CH3:22])[CH3:21])[N:16]=[C:17]([CH3:19])[N:18]=1)[N:7]=3.[C:25]([O:29][C:30]([N:32]1[CH2:37][CH:36]=[C:35](B2OC(C)(C)C(C)(C)O2)[CH2:34][CH2:33]1)=[O:31])([CH3:28])([CH3:27])[CH3:26].C(Cl)Cl.C(=O)([O-])[O-].[K+].[K+]. The catalyst is CN(C=O)C.C(OCC)(=O)C.O. The product is [C:25]([O:29][C:30]([N:32]1[CH2:33][CH:34]=[C:35]([C:2]2[CH:24]=[CH:23][C:5]3[C:6]4[N:10]([CH2:11][CH2:12][O:13][C:4]=3[CH:3]=2)[CH:9]=[C:8]([C:14]2[N:15]([CH:20]([CH3:22])[CH3:21])[N:16]=[C:17]([CH3:19])[N:18]=2)[N:7]=4)[CH2:36][CH2:37]1)=[O:31])([CH3:28])([CH3:26])[CH3:27]. The yield is 0.990. (4) The reactants are [F:1][C:2]1[CH:7]=[CH:6][C:5]([N:8]2[C:16]3[C:11](=[CH:12][C:13]([O:17][CH:18]([C:23]4[CH:28]=[CH:27][CH:26]=[CH:25][CH:24]=4)[C:19]([O:21]C)=[O:20])=[CH:14][CH:15]=3)[CH:10]=[N:9]2)=[CH:4][CH:3]=1.C[Si](C)(C)[C:31]([F:34])([F:33])[F:32].[F-].[Cs+].[F-].C([N+](CCCC)(CCCC)CCCC)CCC. The catalyst is C1COCC1.O. The product is [F:32][C:31]([F:34])([F:33])[C:19]([OH:20])([OH:21])[CH:18]([O:17][C:13]1[CH:12]=[C:11]2[C:16](=[CH:15][CH:14]=1)[N:8]([C:5]1[CH:4]=[CH:3][C:2]([F:1])=[CH:7][CH:6]=1)[N:9]=[CH:10]2)[C:23]1[CH:28]=[CH:27][CH:26]=[CH:25][CH:24]=1. The yield is 0.950. (5) The reactants are N[C:2]1N=C(O)C(NC(=O)CCOC2C=CC(F)=CC=2)=C(O)N=1.P12(SP3(SP(SP(S3)(S1)=S)(=S)S2)=S)=S.[NH2:37][C:38]1[N:39]=[C:40]([SH:57])[C:41]2[N:46]=[C:45]([CH2:47][CH2:48][O:49][C:50]3[CH:55]=[CH:54][C:53]([F:56])=[CH:52][CH:51]=3)[S:44][C:42]=2[N:43]=1.C(N(CC)CC)C.IC. The catalyst is N1C=CC=CC=1.CS(C)=O.O. The product is [F:56][C:53]1[CH:54]=[CH:55][C:50]([O:49][CH2:48][CH2:47][C:45]2[S:44][C:42]3[N:43]=[C:38]([NH2:37])[N:39]=[C:40]([S:57][CH3:2])[C:41]=3[N:46]=2)=[CH:51][CH:52]=1. The yield is 0.150. (6) The reactants are C(O[C:5]([C:7]1[N:8]([N:13]([C:19](=[O:26])[CH2:20][C:21]([O:23][CH2:24][CH3:25])=[O:22])[CH2:14][CH2:15][CH:16]([CH3:18])[CH3:17])[CH:9]=[C:10]([F:12])[CH:11]=1)=[O:6])C=C.[O-]CC.[Na+].CO. The catalyst is C(O)C.ClCCl. The product is [CH2:24]([O:23][C:21]([C:20]1[C:19](=[O:26])[N:13]([CH2:14][CH2:15][CH:16]([CH3:17])[CH3:18])[N:8]2[CH:9]=[C:10]([F:12])[CH:11]=[C:7]2[C:5]=1[OH:6])=[O:22])[CH3:25]. The yield is 0.491. (7) The reactants are [S:1]1[CH:5]=[CH:4][CH:3]=[C:2]1[S:6]([N:9]([CH2:11][P:12](=[O:15])([OH:14])[OH:13])[CH3:10])(=[O:8])=[O:7].[N+:16]([C:19]1[CH:24]=[CH:23][C:22](O)=[CH:21][CH:20]=1)([O-:18])=[O:17]. No catalyst specified. The product is [NH4+:9].[N+:16]([C:19]1[CH:24]=[CH:23][C:22]([O:15][P:12]([CH2:11][N:9]([S:6]([C:2]2[S:1][CH:5]=[CH:4][CH:3]=2)(=[O:7])=[O:8])[CH3:10])(=[O:13])[O-:14])=[CH:21][CH:20]=1)([O-:18])=[O:17]. The yield is 0.430.